From a dataset of Full USPTO retrosynthesis dataset with 1.9M reactions from patents (1976-2016). Predict the reactants needed to synthesize the given product. Given the product [CH3:25][C@H:20]1[NH:21][C@@H:22]([CH3:24])[CH2:23][N:18]([C:16]2[CH:15]=[CH:14][C:13]([O:26][CH3:27])=[C:12]([NH:11][S:8]([C:5]3[CH:6]=[N:7][C:2]([C:29]4[O:28][CH:32]=[CH:31][CH:30]=4)=[CH:3][CH:4]=3)(=[O:10])=[O:9])[CH:17]=2)[CH2:19]1, predict the reactants needed to synthesize it. The reactants are: Cl[C:2]1[N:7]=[CH:6][C:5]([S:8]([NH:11][C:12]2[CH:17]=[C:16]([N:18]3[CH2:23][C@H:22]([CH3:24])[NH:21][C@H:20]([CH3:25])[CH2:19]3)[CH:15]=[CH:14][C:13]=2[O:26][CH3:27])(=[O:10])=[O:9])=[CH:4][CH:3]=1.[O:28]1[CH:32]=[CH:31][CH:30]=[C:29]1B(O)O.C(=O)([O-])[O-].[Na+].[Na+].Cl.